This data is from Reaction yield outcomes from USPTO patents with 853,638 reactions. The task is: Predict the reaction yield, written as a fraction of the theoretical maximum amount of product (1.0 means a 100% yield; for example, 0.34 means a 34% yield). (1) The reactants are [C:1](O)(=O)[CH2:2][C:3]([OH:5])=[O:4].[C:8]1([N:14]([C:21]2[CH:28]=[CH:27][C:24](C=O)=[CH:23][CH:22]=2)[C:15]2[CH:20]=[CH:19][CH:18]=[CH:17][CH:16]=2)[CH:13]=[CH:12][CH:11]=[CH:10][CH:9]=1.N1CCCCC1.Cl. The catalyst is N1C=CC=CC=1. The product is [C:21]1([N:14]([C:8]2[CH:9]=[CH:10][C:11]([CH:1]=[CH:2][C:3]([OH:5])=[O:4])=[CH:12][CH:13]=2)[C:15]2[CH:20]=[CH:19][CH:18]=[CH:17][CH:16]=2)[CH:22]=[CH:23][CH:24]=[CH:27][CH:28]=1. The yield is 0.550. (2) The product is [Si:1]([O:8][C@@H:9]1[C:17]2[C:12](=[C:13]([C:18]3[S:22][C:21]([C:23]4[CH:24]=[CH:25][C:26]([O:34][CH:33]([CH3:35])[CH3:32])=[C:27]([CH:30]=4)[C:28]#[N:29])=[N:20][N:19]=3)[CH:14]=[CH:15][CH:16]=2)[CH2:11][CH2:10]1)([C:4]([CH3:7])([CH3:6])[CH3:5])([CH3:3])[CH3:2]. The reactants are [Si:1]([O:8][C@@H:9]1[C:17]2[C:12](=[C:13]([C:18]3[S:22][C:21]([C:23]4[CH:24]=[CH:25][C:26](F)=[C:27]([CH:30]=4)[C:28]#[N:29])=[N:20][N:19]=3)[CH:14]=[CH:15][CH:16]=2)[CH2:11][CH2:10]1)([C:4]([CH3:7])([CH3:6])[CH3:5])([CH3:3])[CH3:2].[CH3:32][CH:33]([CH3:35])[O-:34].[Na+]. The yield is 0.680. The catalyst is CC(O)C. (3) The reactants are [CH3:1][N:2]1[CH2:7][CH2:6][NH:5][CH2:4][CH2:3]1.CCN(CC)CC.[Br:15][C:16]1[CH:24]=[CH:23][C:19]([C:20](Cl)=[O:21])=[CH:18][CH:17]=1. The catalyst is C(Cl)Cl. The product is [Br:15][C:16]1[CH:24]=[CH:23][C:19]([C:20]([N:5]2[CH2:6][CH2:7][N:2]([CH3:1])[CH2:3][CH2:4]2)=[O:21])=[CH:18][CH:17]=1. The yield is 0.950. (4) The reactants are FC(F)(F)C(O)=O.[NH2:8][CH2:9][CH2:10][O:11][C:12]1[CH:13]=[CH:14][C:15]2[C:27](=[O:28])[C:26]3[C:25]4[C:20](=[CH:21][C:22]([C:29]#[N:30])=[CH:23][CH:24]=4)[NH:19][C:18]=3[C:17]([CH3:32])([CH3:31])[C:16]=2[CH:33]=1.[C:34]([O:38][C:39]([N-:41][S:42](N1C=CC(=[N+](C)C)C=C1)(=[O:44])=[O:43])=[O:40])([CH3:37])([CH3:36])[CH3:35].O. The catalyst is N1C=CC=CC=1. The product is [C:34]([O:38][C:39]([NH:41][S:42]([NH:8][CH2:9][CH2:10][O:11][C:12]1[CH:13]=[CH:14][C:15]2[C:27](=[O:28])[C:26]3[C:25]4[C:20](=[CH:21][C:22]([C:29]#[N:30])=[CH:23][CH:24]=4)[NH:19][C:18]=3[C:17]([CH3:31])([CH3:32])[C:16]=2[CH:33]=1)(=[O:44])=[O:43])=[O:40])([CH3:37])([CH3:35])[CH3:36]. The yield is 0.680. (5) The reactants are [C:1]([O:5][C:6]([N:8]1[CH2:13][CH:12]=[C:11]([C:14]2[CH:36]=[CH:35][C:17]3[C:18]4[N:22]([CH2:23][CH2:24][O:25][C:16]=3[CH:15]=2)[CH:21]=[C:20]([C:26]2[N:27]([CH:32]([CH3:34])[CH3:33])[N:28]=[C:29]([CH3:31])[N:30]=2)[N:19]=4)[CH2:10][CH2:9]1)=[O:7])([CH3:4])([CH3:3])[CH3:2].B.C1C[O:41]CC1.[OH-].[Na+].OO. The catalyst is COCCOCCOC.O. The product is [C:1]([O:5][C:6]([N:8]1[CH2:9][CH2:10][C@@H:11]([C:14]2[CH:36]=[CH:35][C:17]3[C:18]4[N:22]([CH2:23][CH2:24][O:25][C:16]=3[CH:15]=2)[CH:21]=[C:20]([C:26]2[N:27]([CH:32]([CH3:33])[CH3:34])[N:28]=[C:29]([CH3:31])[N:30]=2)[N:19]=4)[C@H:12]([OH:41])[CH2:13]1)=[O:7])([CH3:2])([CH3:4])[CH3:3]. The yield is 0.740. (6) The reactants are [NH2:1][C:2]1[O:3][C:4]([C:15]2[CH:20]=[CH:19][CH:18]=[CH:17][CH:16]=2)=[C:5]([C:9]2[CH:14]=[CH:13][CH:12]=[CH:11][CH:10]=2)[C:6]=1[C:7]#[N:8].[CH:21](O)=O.C(OC(=O)C)(=O)C.[OH2:31]. No catalyst specified. The product is [C:9]1([C:5]2[C:6]3[C:2](=[O:3])[NH:1][CH:21]=[N:8][C:7]=3[O:31][C:4]=2[C:15]2[CH:20]=[CH:19][CH:18]=[CH:17][CH:16]=2)[CH:14]=[CH:13][CH:12]=[CH:11][CH:10]=1. The yield is 0.950. (7) The reactants are Cl[C:2]1[N:7]2[N:8]=[C:9]([CH3:11])[CH:10]=[C:6]2[N:5]=[C:4]([NH:12][C:13](=[O:24])[C:14]2[CH:19]=[CH:18][C:17]([C:20]([OH:23])([CH3:22])[CH3:21])=[CH:16][CH:15]=2)[CH:3]=1.[CH:25]([O:28][C:29]1[CH:34]=[CH:33][C:32](B(O)O)=[CH:31][CH:30]=1)([CH3:27])[CH3:26].O1CCOCC1. The catalyst is CO.C1(P(C2C=CC=CC=2)[C-]2C=CC=C2)C=CC=CC=1.[C-]1(P(C2C=CC=CC=2)C2C=CC=CC=2)C=CC=C1.[Fe+2].Cl[Pd]Cl. The product is [OH:23][C:20]([C:17]1[CH:18]=[CH:19][C:14]([C:13]([NH:12][C:4]2[CH:3]=[C:2]([C:32]3[CH:33]=[CH:34][C:29]([O:28][CH:25]([CH3:27])[CH3:26])=[CH:30][CH:31]=3)[N:7]3[N:8]=[C:9]([CH3:11])[CH:10]=[C:6]3[N:5]=2)=[O:24])=[CH:15][CH:16]=1)([CH3:22])[CH3:21]. The yield is 0.490. (8) The reactants are Cl.[CH3:2][O:3][C:4](=[O:14])[CH:5]([NH2:13])[CH2:6][C:7]1[CH:12]=[CH:11][CH:10]=[CH:9][CH:8]=1.C(N(CC)CC)C.[CH3:22][O:23][CH2:24][C:25](Cl)=[O:26].C(=O)(O)[O-].[Na+]. The catalyst is C(Cl)(Cl)Cl.O. The product is [CH3:2][O:3][C:4](=[O:14])[C@@H:5]([NH:13][C:25](=[O:26])[CH2:24][O:23][CH3:22])[CH2:6][C:7]1[CH:12]=[CH:11][CH:10]=[CH:9][CH:8]=1. The yield is 0.730. (9) The reactants are [Cl:1][C:2]1[C:3]([NH:18][C:19]2[CH:29]=[CH:28][CH:27]=[CH:26][C:20]=2[C:21]([NH:23][O:24][CH3:25])=[O:22])=[CH:4][C:5]([NH:8][C:9]2[N:13]([CH:14]([CH3:16])[CH3:15])[N:12]=[C:11]([CH3:17])[CH:10]=2)=[N:6][CH:7]=1.Cl.C(OCC)C. The catalyst is C(OCC)(=O)C. The product is [ClH:1].[Cl:1][C:2]1[C:3]([NH:18][C:19]2[CH:29]=[CH:28][CH:27]=[CH:26][C:20]=2[C:21]([NH:23][O:24][CH3:25])=[O:22])=[CH:4][C:5]([NH:8][C:9]2[N:13]([CH:14]([CH3:15])[CH3:16])[N:12]=[C:11]([CH3:17])[CH:10]=2)=[N:6][CH:7]=1. The yield is 0.960.